From a dataset of Catalyst prediction with 721,799 reactions and 888 catalyst types from USPTO. Predict which catalyst facilitates the given reaction. (1) Reactant: [CH3:1][O:2][C:3]1[C:8]([O:9][CH3:10])=[C:7]([O:11][CH3:12])[CH:6]=[CH:5][C:4]=1[C:13]([C:15]1[CH:20]=[C:19]([O:21][CH3:22])[C:18]([O:23][CH3:24])=[C:17]([O:25][CH3:26])[CH:16]=1)=O.C(OP([CH2:35][C:36]#[N:37])(=O)OCC)C.C[Si]([N-][Si](C)(C)C)(C)C.[Li+].O1C2C=CC(C(C3C=C(OC)C=C(OC)C=3)=CC#N)=CC=2OCC1. Product: [CH3:1][O:2][C:3]1[C:8]([O:9][CH3:10])=[C:7]([O:11][CH3:12])[CH:6]=[CH:5][C:4]=1[C:13]([C:15]1[CH:20]=[C:19]([O:21][CH3:22])[C:18]([O:23][CH3:24])=[C:17]([O:25][CH3:26])[CH:16]=1)=[CH:35][C:36]#[N:37]. The catalyst class is: 1. (2) Reactant: FC(F)(F)C(O)=O.[NH2:8][C:9]1[CH:14]=[CH:13][C:12]([CH:15]2[CH2:20][N:19]([CH3:21])[C:18](=[O:22])[N:17]([CH3:23])[CH2:16]2)=[CH:11][C:10]=1Br.[C:25]1(B(O)O)[CH2:31][CH2:30][CH2:29][CH2:28][CH2:27][CH:26]=1.[O-]P([O-])([O-])=O.[K+].[K+].[K+].C1(P(C2CCCCC2)C2C=CC=CC=2C2C(OC)=CC=CC=2OC)CCCCC1. Product: [NH2:8][C:9]1[CH:14]=[CH:13][C:12]([CH:15]2[CH2:20][N:19]([CH3:21])[C:18](=[O:22])[N:17]([CH3:23])[CH2:16]2)=[CH:11][C:10]=1[C:25]1[CH2:31][CH2:30][CH2:29][CH2:28][CH2:27][CH:26]=1. The catalyst class is: 101. (3) Reactant: [O:1]=[C:2]1[C:7]([CH2:8][C:9]2[CH:14]=[CH:13][C:12]([C:15]3[C:16]([C:21]#[N:22])=[CH:17][CH:18]=[CH:19][CH:20]=3)=[CH:11][CH:10]=2)=[C:6]([CH2:23][CH2:24][CH3:25])[N:5]2[N:26]=[CH:27][N:28]=[C:4]2[N:3]1[CH:29]1[CH2:34][CH2:33][C:32](=[O:35])[CH2:31][CH2:30]1.O[CH2:37][C:38]1([CH:42]([OH:44])[CH3:43])[CH2:41][CH2:40][CH2:39]1.O.C1(C)C=CC(S(O)(=O)=O)=CC=1.C1(C)C=CC=CC=1. Product: [CH3:43][CH:42]1[O:44][C:32]2([CH2:31][CH2:30][CH:29]([N:3]3[C:2](=[O:1])[C:7]([CH2:8][C:9]4[CH:10]=[CH:11][C:12]([C:15]5[C:16]([C:21]#[N:22])=[CH:17][CH:18]=[CH:19][CH:20]=5)=[CH:13][CH:14]=4)=[C:6]([CH2:23][CH2:24][CH3:25])[N:5]4[N:26]=[CH:27][N:28]=[C:4]34)[CH2:34][CH2:33]2)[O:35][CH2:37][C:38]21[CH2:41][CH2:40][CH2:39]2. The catalyst class is: 13. (4) Reactant: Br[C:2]1[CH:3]=[C:4]([C:26]([F:29])([F:28])[F:27])[CH:5]=[C:6]2[C:11]=1[N:10]=[C:9]([C:12]1[N:16]3[CH:17]=[CH:18][C:19]([O:21][CH2:22][CH2:23][O:24][CH3:25])=[CH:20][C:15]3=[N:14][CH:13]=1)[CH:8]=[CH:7]2.[NH:30]1[CH2:35][CH2:34][CH:33]([NH:36][C:37](=[O:43])[O:38][C:39]([CH3:42])([CH3:41])[CH3:40])[CH2:32][CH2:31]1.C(=O)([O-])[O-].[Cs+].[Cs+].C1C=CC(P(C2C(C3C(P(C4C=CC=CC=4)C4C=CC=CC=4)=CC=C4C=3C=CC=C4)=C3C(C=CC=C3)=CC=2)C2C=CC=CC=2)=CC=1. Product: [CH3:25][O:24][CH2:23][CH2:22][O:21][C:19]1[CH:18]=[CH:17][N:16]2[C:12]([C:9]3[CH:8]=[CH:7][C:6]4[C:11](=[C:2]([N:30]5[CH2:31][CH2:32][CH:33]([NH:36][C:37](=[O:43])[O:38][C:39]([CH3:41])([CH3:40])[CH3:42])[CH2:34][CH2:35]5)[CH:3]=[C:4]([C:26]([F:29])([F:28])[F:27])[CH:5]=4)[N:10]=3)=[CH:13][N:14]=[C:15]2[CH:20]=1. The catalyst class is: 110.